Dataset: Forward reaction prediction with 1.9M reactions from USPTO patents (1976-2016). Task: Predict the product of the given reaction. (1) Given the reactants [C:1]([CH2:3][O:4][C:5]1[CH:10]=[CH:9][C:8]([C:11]2[CH:16]=[CH:15][C:14]([C:17]3[CH:22]=[CH:21][C:20]([CH2:23][CH2:24][C:25]#[N:26])=[CH:19][C:18]=3[CH2:27][CH:28]([CH3:30])[CH3:29])=[CH:13][C:12]=2[CH:31]([CH3:33])[CH3:32])=[CH:7][C:6]=1[CH2:34][CH:35]([CH3:37])[CH3:36])#[N:2].[ClH:38], predict the reaction product. The product is: [ClH:38].[ClH:38].[NH2:2][CH2:1][CH2:3][O:4][C:5]1[CH:10]=[CH:9][C:8]([C:11]2[CH:16]=[CH:15][C:14]([C:17]3[CH:22]=[CH:21][C:20]([CH2:23][CH2:24][CH2:25][NH2:26])=[CH:19][C:18]=3[CH2:27][CH:28]([CH3:29])[CH3:30])=[CH:13][C:12]=2[CH:31]([CH3:33])[CH3:32])=[CH:7][C:6]=1[CH2:34][CH:35]([CH3:37])[CH3:36]. (2) Given the reactants [C:1]([C:3]1[CH:4]=[C:5]([C:16](=[O:25])[C:17]2[CH:22]=[CH:21][C:20]([O:23][CH3:24])=[CH:19][CH:18]=2)[N:6]2[C:15]3[C:10](=[CH:11][CH:12]=[CH:13][CH:14]=3)[N:9]=[CH:8][C:7]=12)#[N:2], predict the reaction product. The product is: [C:1]([C:3]1[CH:4]=[C:5]([C:16](=[O:25])[C:17]2[CH:18]=[CH:19][C:20]([O:23][CH3:24])=[CH:21][CH:22]=2)[N:6]2[C:15]3[C:10](=[CH:11][CH:12]=[CH:13][CH:14]=3)[NH:9][CH2:8][C:7]=12)#[N:2]. (3) Given the reactants Br[C:2]1[CH:7]=[CH:6][N:5]2[C:8]([C:11]([NH:13][C:14]3[CH:15]=[C:16]([C:21]4[N:25]=[C:24]([CH:26]5[CH2:29][N:28]([C:30]([O:32][CH3:33])=[O:31])[CH2:27]5)[O:23][N:22]=4)[CH:17]=[CH:18][C:19]=3[CH3:20])=[O:12])=[CH:9][N:10]=[C:4]2[CH:3]=1.[CH3:34][N:35]1[CH:39]=[CH:38][C:37](B2OC(C)(C)C(C)(C)O2)=[N:36]1.C([O-])([O-])=O.[K+].[K+], predict the reaction product. The product is: [CH3:20][C:19]1[CH:18]=[CH:17][C:16]([C:21]2[N:25]=[C:24]([CH:26]3[CH2:27][N:28]([C:30]([O:32][CH3:33])=[O:31])[CH2:29]3)[O:23][N:22]=2)=[CH:15][C:14]=1[NH:13][C:11]([C:8]1[N:5]2[CH:6]=[CH:7][C:2]([C:37]3[CH:38]=[CH:39][N:35]([CH3:34])[N:36]=3)=[CH:3][C:4]2=[N:10][CH:9]=1)=[O:12]. (4) The product is: [CH:1]1([C@@H:4]([C:18]2[S:19][CH:20]=[CH:21][CH:22]=2)[NH:5][C:6]([C:8]2[CH:9]=[C:10]3[C:14](=[CH:15][CH:16]=2)[NH:13][N:12]=[C:11]3[C:37]2[CH:36]=[CH:35][C:34]([O:33][CH:30]3[CH2:29][CH2:28][N:27]([CH2:26][CH2:25][O:24][CH3:23])[CH2:32][CH2:31]3)=[CH:39][CH:38]=2)=[O:7])[CH2:3][CH2:2]1. Given the reactants [CH:1]1([C@@H:4]([C:18]2[S:19][CH:20]=[CH:21][CH:22]=2)[NH:5][C:6]([C:8]2[CH:9]=[C:10]3[C:14](=[CH:15][CH:16]=2)[NH:13][N:12]=[C:11]3I)=[O:7])[CH2:3][CH2:2]1.[CH3:23][O:24][CH2:25][CH2:26][N:27]1[CH2:32][CH2:31][CH:30]([O:33][C:34]2[CH:39]=[CH:38][C:37](B3OC(C)(C)C(C)(C)O3)=[CH:36][CH:35]=2)[CH2:29][CH2:28]1, predict the reaction product. (5) Given the reactants B1(C=C)OB([CH:7]=[CH2:8])OB(C=C)O1.[CH:13]1[CH:18]=[CH:17][N:16]=[CH:15][CH:14]=1.[C:19]([O-:22])([O-])=[O:20].[Cs+].[Cs+].[C:25](P([C:25]([CH3:28])([CH3:27])[CH3:26])[C:25]([CH3:28])([CH3:27])[CH3:26])([CH3:28])([CH3:27])[CH3:26].O1CCO[CH2:40][CH2:39]1, predict the reaction product. The product is: [CH2:39]([O:22][C:19](=[O:20])[C:14]1[CH:13]=[C:18]([CH:7]=[CH2:8])[C:17]([CH:26]=[C:25]([CH3:28])[CH3:27])=[N:16][CH:15]=1)[CH3:40]. (6) Given the reactants [Cl:1][C:2]1[C:7](I)=[CH:6][C:5]([NH:9][CH2:10][C:11]([N:13]2[CH2:18][CH2:17][N:16]([C:19]([O:21][C:22]([CH3:25])([CH3:24])[CH3:23])=[O:20])[CH2:15][CH2:14]2)=[O:12])=[C:4]([O:26][CH3:27])[CH:3]=1.[Cl:28][C:29]1[CH:34]=[CH:33][CH:32]=[CH:31][C:30]=1B(O)O.C([O-])([O-])=O.[Na+].[Na+], predict the reaction product. The product is: [C:22]([O:21][C:19]([N:16]1[CH2:17][CH2:18][N:13]([C:11](=[O:12])[CH2:10][NH:9][C:5]2[CH:6]=[C:7]([C:30]3[CH:31]=[CH:32][CH:33]=[CH:34][C:29]=3[Cl:28])[C:2]([Cl:1])=[CH:3][C:4]=2[O:26][CH3:27])[CH2:14][CH2:15]1)=[O:20])([CH3:25])([CH3:24])[CH3:23]. (7) The product is: [CH:10]([C:13]1[CH:18]=[CH:17][C:16]([C:19]2[CH:20]=[CH:21][C:22](/[C:25](/[CH3:32])=[CH:26]/[CH2:27][OH:28])=[CH:23][CH:24]=2)=[CH:15][CH:14]=1)([CH3:12])[CH3:11]. Given the reactants CC(C[AlH]CC(C)C)C.[CH:10]([C:13]1[CH:18]=[CH:17][C:16]([C:19]2[CH:24]=[CH:23][C:22](/[C:25](/[CH3:32])=[CH:26]/[C:27](OCC)=[O:28])=[CH:21][CH:20]=2)=[CH:15][CH:14]=1)([CH3:12])[CH3:11], predict the reaction product. (8) Given the reactants [N:1]1[CH:6]=[CH:5][CH:4]=[CH:3][C:2]=1[S:7][S:8][CH2:9][CH2:10][CH:11]([S:15]([OH:18])(=[O:17])=[O:16])[C:12]([OH:14])=[O:13].C(N=C=NCCCN(C)C)C.O[N:31]1[C:35](=[O:36])[CH2:34][CH2:33][C:32]1=[O:37], predict the reaction product. The product is: [O:37]=[C:32]1[CH2:33][CH2:34][C:35](=[O:36])[N:31]1[O:13][C:12](=[O:14])[CH:11]([S:15]([OH:18])(=[O:16])=[O:17])[CH2:10][CH2:9][S:8][S:7][C:2]1[CH:3]=[CH:4][CH:5]=[CH:6][N:1]=1. (9) Given the reactants [Br-].C([O:5][CH2:6][CH2:7][CH2:8][CH2:9][CH2:10][CH2:11][CH2:12][CH2:13][CH2:14][CH2:15][P+](C1C=CC=CC=1)(C1C=CC=CC=1)C1C=CC=CC=1)(=O)C.C[Si]([N-][Si](C)(C)C)(C)C.[Na+].[CH:45](=O)[CH2:46][CH2:47][CH2:48][CH2:49][CH2:50][CH2:51][CH2:52][CH2:53][CH2:54][CH2:55][CH3:56], predict the reaction product. The product is: [CH2:6]([OH:5])[CH2:7][CH2:8][CH2:9][CH2:10][CH2:11][CH2:12][CH2:13][CH2:14]/[CH:15]=[CH:56]\[CH2:55][CH2:54][CH2:53][CH2:52][CH2:51][CH2:50][CH2:49][CH2:48][CH2:47][CH2:46][CH3:45]. (10) Given the reactants [C:1]([C:5]1[N:10]=[C:9]([N:11]2[CH2:16][CH2:15][N:14]([CH2:17][C@H:18]([CH3:24])[CH2:19][O:20]C(=O)C)[CH2:13][CH2:12]2)[CH:8]=[C:7]([CH:25]2[CH2:28][CH2:27][CH2:26]2)[N:6]=1)([CH3:4])([CH3:3])[CH3:2].[OH-].[Na+].ClCCl, predict the reaction product. The product is: [C:1]([C:5]1[N:10]=[C:9]([N:11]2[CH2:12][CH2:13][N:14]([CH2:17][C@H:18]([CH3:24])[CH2:19][OH:20])[CH2:15][CH2:16]2)[CH:8]=[C:7]([CH:25]2[CH2:28][CH2:27][CH2:26]2)[N:6]=1)([CH3:2])([CH3:3])[CH3:4].